Dataset: Reaction yield outcomes from USPTO patents with 853,638 reactions. Task: Predict the reaction yield, written as a fraction of the theoretical maximum amount of product (1.0 means a 100% yield; for example, 0.34 means a 34% yield). The reactants are [N:1]1[CH:6]=[CH:5][CH:4]=[C:3]([CH2:7]P(=O)(OCC)OCC)[CH:2]=1.C(O[K])(C)(C)C.[CH:22]([C:24]1[C:32]2[C:27](=[CH:28][C:29]([C:33]#[N:34])=[CH:30][CH:31]=2)[NH:26][N:25]=1)=O.C([O-])(O)=O.[Na+]. The catalyst is CN(C=O)C.O. The product is [N:1]1[CH:6]=[CH:5][CH:4]=[C:3](/[CH:7]=[CH:22]/[C:24]2[C:32]3[C:27](=[CH:28][C:29]([C:33]#[N:34])=[CH:30][CH:31]=3)[NH:26][N:25]=2)[CH:2]=1. The yield is 0.670.